This data is from hERG Central: cardiac toxicity at 1µM, 10µM, and general inhibition. The task is: Predict hERG channel inhibition at various concentrations. (1) The drug is CN1CCN(CC(=O)Nc2c(C(=O)C3CC3)oc3ccccc23)CC1. Results: hERG_inhib (hERG inhibition (general)): blocker. (2) The compound is COC(=O)C1CCN(Cc2ccc(OCCCN3CCN(c4ccc([N+](=O)[O-])cc4)CC3)cc2)CC1. Results: hERG_inhib (hERG inhibition (general)): blocker. (3) The molecule is O=C(NCCCN1CCC(Cc2ccccc2)CC1)c1ccc2nc(N3CCOCC3)sc2c1. Results: hERG_inhib (hERG inhibition (general)): blocker. (4) Results: hERG_inhib (hERG inhibition (general)): blocker. The molecule is O=[N+]([O-])c1ccc(N2CCN(c3ccc([N+](=O)[O-])cc3CO)CC2)c(CO)c1. (5) The drug is CCCCN(C)Cc1c(C(=O)N2CCc3ccccc3C2)nc2ccc(Cl)cn12. Results: hERG_inhib (hERG inhibition (general)): blocker. (6) The molecule is O=[N+]([O-])c1ccc(CN2CCOCCOCCN(Cc3ccc([N+](=O)[O-])cc3)CCOCC2)cc1. Results: hERG_inhib (hERG inhibition (general)): blocker. (7) The compound is CCOc1ccc(CN(CCO)CCO)cc1[N+](=O)[O-].Cl. Results: hERG_inhib (hERG inhibition (general)): blocker.